This data is from NCI-60 drug combinations with 297,098 pairs across 59 cell lines. The task is: Regression. Given two drug SMILES strings and cell line genomic features, predict the synergy score measuring deviation from expected non-interaction effect. (1) Drug 1: C1=CC(=CC=C1CCC2=CNC3=C2C(=O)NC(=N3)N)C(=O)NC(CCC(=O)O)C(=O)O. Drug 2: C1CCC(CC1)NC(=O)N(CCCl)N=O. Cell line: 786-0. Synergy scores: CSS=25.0, Synergy_ZIP=-5.90, Synergy_Bliss=-2.49, Synergy_Loewe=-0.300, Synergy_HSA=1.61. (2) Drug 1: C1=C(C(=O)NC(=O)N1)N(CCCl)CCCl. Drug 2: CC1=C2C(C(=O)C3(C(CC4C(C3C(C(C2(C)C)(CC1OC(=O)C(C(C5=CC=CC=C5)NC(=O)C6=CC=CC=C6)O)O)OC(=O)C7=CC=CC=C7)(CO4)OC(=O)C)O)C)OC(=O)C. Cell line: MALME-3M. Synergy scores: CSS=32.7, Synergy_ZIP=-4.34, Synergy_Bliss=0.382, Synergy_Loewe=-9.84, Synergy_HSA=2.75. (3) Drug 1: C1=CC(=C2C(=C1NCCNCCO)C(=O)C3=C(C=CC(=C3C2=O)O)O)NCCNCCO. Drug 2: CC1C(C(CC(O1)OC2CC(OC(C2O)C)OC3=CC4=CC5=C(C(=O)C(C(C5)C(C(=O)C(C(C)O)O)OC)OC6CC(C(C(O6)C)O)OC7CC(C(C(O7)C)O)OC8CC(C(C(O8)C)O)(C)O)C(=C4C(=C3C)O)O)O)O. Cell line: A549. Synergy scores: CSS=43.0, Synergy_ZIP=2.66, Synergy_Bliss=2.36, Synergy_Loewe=-15.0, Synergy_HSA=2.32. (4) Drug 1: CCCS(=O)(=O)NC1=C(C(=C(C=C1)F)C(=O)C2=CNC3=C2C=C(C=N3)C4=CC=C(C=C4)Cl)F. Drug 2: COC1=C(C=C2C(=C1)N=CN=C2NC3=CC(=C(C=C3)F)Cl)OCCCN4CCOCC4. Cell line: NCI/ADR-RES. Synergy scores: CSS=23.8, Synergy_ZIP=-2.49, Synergy_Bliss=5.40, Synergy_Loewe=0.237, Synergy_HSA=4.58. (5) Drug 1: CC1C(C(=O)NC(C(=O)N2CCCC2C(=O)N(CC(=O)N(C(C(=O)O1)C(C)C)C)C)C(C)C)NC(=O)C3=C4C(=C(C=C3)C)OC5=C(C(=O)C(=C(C5=N4)C(=O)NC6C(OC(=O)C(N(C(=O)CN(C(=O)C7CCCN7C(=O)C(NC6=O)C(C)C)C)C)C(C)C)C)N)C. Drug 2: CC1C(C(CC(O1)OC2CC(CC3=C2C(=C4C(=C3O)C(=O)C5=C(C4=O)C(=CC=C5)OC)O)(C(=O)CO)O)N)O.Cl. Cell line: NCI-H226. Synergy scores: CSS=28.2, Synergy_ZIP=3.55, Synergy_Bliss=2.77, Synergy_Loewe=2.17, Synergy_HSA=3.73.